Dataset: NCI-60 drug combinations with 297,098 pairs across 59 cell lines. Task: Regression. Given two drug SMILES strings and cell line genomic features, predict the synergy score measuring deviation from expected non-interaction effect. (1) Drug 1: CC1=C2C(C(=O)C3(C(CC4C(C3C(C(C2(C)C)(CC1OC(=O)C(C(C5=CC=CC=C5)NC(=O)OC(C)(C)C)O)O)OC(=O)C6=CC=CC=C6)(CO4)OC(=O)C)O)C)O. Drug 2: C1CN(CCN1C(=O)CCBr)C(=O)CCBr. Cell line: PC-3. Synergy scores: CSS=14.8, Synergy_ZIP=-6.27, Synergy_Bliss=-2.75, Synergy_Loewe=-2.35, Synergy_HSA=-1.88. (2) Drug 1: CC1C(C(CC(O1)OC2CC(OC(C2O)C)OC3=CC4=CC5=C(C(=O)C(C(C5)C(C(=O)C(C(C)O)O)OC)OC6CC(C(C(O6)C)O)OC7CC(C(C(O7)C)O)OC8CC(C(C(O8)C)O)(C)O)C(=C4C(=C3C)O)O)O)O. Drug 2: CC1=C(N=C(N=C1N)C(CC(=O)N)NCC(C(=O)N)N)C(=O)NC(C(C2=CN=CN2)OC3C(C(C(C(O3)CO)O)O)OC4C(C(C(C(O4)CO)O)OC(=O)N)O)C(=O)NC(C)C(C(C)C(=O)NC(C(C)O)C(=O)NCCC5=NC(=CS5)C6=NC(=CS6)C(=O)NCCC[S+](C)C)O. Cell line: MALME-3M. Synergy scores: CSS=15.3, Synergy_ZIP=-0.332, Synergy_Bliss=1.83, Synergy_Loewe=-26.5, Synergy_HSA=0.243. (3) Drug 1: C1CCN(CC1)CCOC2=CC=C(C=C2)C(=O)C3=C(SC4=C3C=CC(=C4)O)C5=CC=C(C=C5)O. Drug 2: C#CCC(CC1=CN=C2C(=N1)C(=NC(=N2)N)N)C3=CC=C(C=C3)C(=O)NC(CCC(=O)O)C(=O)O. Cell line: NCI-H322M. Synergy scores: CSS=-0.0950, Synergy_ZIP=-1.60, Synergy_Bliss=-3.86, Synergy_Loewe=-2.22, Synergy_HSA=-2.44. (4) Drug 1: C1=CC(=CC=C1CC(C(=O)O)N)N(CCCl)CCCl.Cl. Drug 2: C(=O)(N)NO. Cell line: A549. Synergy scores: CSS=30.2, Synergy_ZIP=-7.61, Synergy_Bliss=1.71, Synergy_Loewe=-14.7, Synergy_HSA=0.436. (5) Drug 1: CC12CCC(CC1=CCC3C2CCC4(C3CC=C4C5=CN=CC=C5)C)O. Drug 2: C1CC(=O)NC(=O)C1N2CC3=C(C2=O)C=CC=C3N. Cell line: DU-145. Synergy scores: CSS=3.12, Synergy_ZIP=-1.24, Synergy_Bliss=-1.72, Synergy_Loewe=-2.78, Synergy_HSA=-2.60. (6) Drug 1: CCC(=C(C1=CC=CC=C1)C2=CC=C(C=C2)OCCN(C)C)C3=CC=CC=C3.C(C(=O)O)C(CC(=O)O)(C(=O)O)O. Drug 2: CC(C)CN1C=NC2=C1C3=CC=CC=C3N=C2N. Cell line: MOLT-4. Synergy scores: CSS=15.8, Synergy_ZIP=-5.14, Synergy_Bliss=-5.56, Synergy_Loewe=-4.98, Synergy_HSA=-5.80. (7) Drug 1: CCC(=C(C1=CC=CC=C1)C2=CC=C(C=C2)OCCN(C)C)C3=CC=CC=C3.C(C(=O)O)C(CC(=O)O)(C(=O)O)O. Drug 2: C1=NC2=C(N1)C(=S)N=CN2. Cell line: NCI/ADR-RES. Synergy scores: CSS=28.7, Synergy_ZIP=3.59, Synergy_Bliss=3.55, Synergy_Loewe=-20.3, Synergy_HSA=-0.271. (8) Drug 1: CN(C)N=NC1=C(NC=N1)C(=O)N. Drug 2: CC12CCC3C(C1CCC2O)C(CC4=C3C=CC(=C4)O)CCCCCCCCCS(=O)CCCC(C(F)(F)F)(F)F. Synergy scores: CSS=-1.66, Synergy_ZIP=-1.17, Synergy_Bliss=-2.64, Synergy_Loewe=-5.22, Synergy_HSA=-5.22. Cell line: SK-MEL-5. (9) Drug 1: COC1=CC(=CC(=C1O)OC)C2C3C(COC3=O)C(C4=CC5=C(C=C24)OCO5)OC6C(C(C7C(O6)COC(O7)C8=CC=CS8)O)O. Drug 2: CC1=C2C(C(=O)C3(C(CC4C(C3C(C(C2(C)C)(CC1OC(=O)C(C(C5=CC=CC=C5)NC(=O)OC(C)(C)C)O)O)OC(=O)C6=CC=CC=C6)(CO4)OC(=O)C)O)C)O. Cell line: T-47D. Synergy scores: CSS=33.9, Synergy_ZIP=-14.6, Synergy_Bliss=-8.68, Synergy_Loewe=-7.15, Synergy_HSA=-5.15. (10) Synergy scores: CSS=-0.733, Synergy_ZIP=0.761, Synergy_Bliss=2.38, Synergy_Loewe=-3.67, Synergy_HSA=-1.32. Drug 1: C1=NC2=C(N=C(N=C2N1C3C(C(C(O3)CO)O)F)Cl)N. Drug 2: CC1=C(C(=CC=C1)Cl)NC(=O)C2=CN=C(S2)NC3=CC(=NC(=N3)C)N4CCN(CC4)CCO. Cell line: DU-145.